From a dataset of Catalyst prediction with 721,799 reactions and 888 catalyst types from USPTO. Predict which catalyst facilitates the given reaction. (1) Reactant: Cl.Cl.[NH2:3][C:4]1[CH:9]=[CH:8][C:7]([C:10]2[CH:15]=[CH:14][C:13]([NH:16][C:17]([C@@H:19]3[CH:24]4[CH2:25][CH2:26][N:21]([CH2:22][CH2:23]4)[CH2:20]3)=[O:18])=[CH:12][CH:11]=2)=[CH:6][CH:5]=1.[CH:27]1([C:32]([Cl:34])=[O:33])[CH2:31][CH2:30][CH2:29][CH2:28]1.CS(C)=O. Product: [ClH:34].[CH:27]1([C:32]([NH:3][C:4]2[CH:9]=[CH:8][C:7]([C:10]3[CH:11]=[CH:12][C:13]([NH:16][C:17]([C@@H:19]4[CH:24]5[CH2:23][CH2:22][N:21]([CH2:26][CH2:25]5)[CH2:20]4)=[O:18])=[CH:14][CH:15]=3)=[CH:6][CH:5]=2)=[O:33])[CH2:31][CH2:30][CH2:29][CH2:28]1. The catalyst class is: 17. (2) Reactant: [CH2:1]([CH:8]1[CH:17]2[C:18]3[C:23]([CH2:24][CH2:25][NH+:16]2[C:15]([CH3:30])([CH3:29])[C:14]2[C:13]([O:31][CH3:32])=[C:12]([O:33][CH3:34])[CH:11]=[CH:10][C:9]1=2)=[CH:22][C:21]1[O:26][CH2:27][O:28][C:20]=1[CH:19]=3)[C:2]1[CH:7]=[CH:6][CH:5]=[CH:4][CH:3]=1.[Br-].[BH4-].[Na+]. Product: [CH2:1]([CH:8]1[CH:17]2[C:18]3[C:23]([CH2:24][CH2:25][N:16]2[C:15]([CH3:30])([CH3:29])[C:14]2[C:13]([O:31][CH3:32])=[C:12]([O:33][CH3:34])[CH:11]=[CH:10][C:9]1=2)=[CH:22][C:21]1[O:26][CH2:27][O:28][C:20]=1[CH:19]=3)[C:2]1[CH:3]=[CH:4][CH:5]=[CH:6][CH:7]=1. The catalyst class is: 5. (3) Reactant: [NH2:1][C:2]1[C:3]2[N:4]([C:8]([C@@H:12]3[CH2:17][CH2:16][CH2:15][N:14]([C:18]([O:20][CH2:21][C:22]4[CH:27]=[CH:26][CH:25]=[CH:24][CH:23]=4)=[O:19])[CH2:13]3)=[N:9][C:10]=2[Br:11])[CH:5]=[CH:6][N:7]=1.CC1(C)C2C=CC=CC=2I([C:38]([F:41])([F:40])[F:39])O1.Cl[Si]([Si](C)(C)C)([Si](C)(C)C)[Si](C)(C)C. Product: [NH2:1][C:2]1[C:3]2[N:4]([C:8]([C@@H:12]3[CH2:17][CH2:16][CH2:15][N:14]([C:18]([O:20][CH2:21][C:22]4[CH:27]=[CH:26][CH:25]=[CH:24][CH:23]=4)=[O:19])[CH2:13]3)=[N:9][C:10]=2[Br:11])[C:5]([C:38]([F:41])([F:40])[F:39])=[CH:6][N:7]=1. The catalyst class is: 10. (4) Reactant: [CH2:1]([CH2:3][NH2:4])[OH:2].[CH3:5][C:6]1[CH:7]=[C:8]([N:13]2[C:17](=[O:18])[C:16](=[N:19][NH:20][C:21]3[C:22]([OH:36])=[C:23]([C:27]4[CH:32]=[CH:31][CH:30]=[C:29]([C:33]([OH:35])=[O:34])[CH:28]=4)[CH:24]=[CH:25][CH:26]=3)[C:15]([CH3:37])=[N:14]2)[CH:9]=[CH:10][C:11]=1[CH3:12]. Product: [CH3:12][C:11]1[CH:10]=[CH:9][C:8]([N:13]2[N:14]=[C:15]([CH3:37])/[C:16](=[N:19]/[NH:20][C:21]3[CH:26]=[CH:25][CH:24]=[C:23]([C:27]4[CH:32]=[CH:31][CH:30]=[C:29]([C:33]([OH:35])=[O:34])[CH:28]=4)[C:22]=3[OH:36])/[C:17]2=[O:18])=[CH:7][C:6]=1[CH3:5].[CH2:3]([NH2:4])[CH2:1][OH:2]. The catalyst class is: 199.